This data is from Forward reaction prediction with 1.9M reactions from USPTO patents (1976-2016). The task is: Predict the product of the given reaction. (1) Given the reactants [CH3:1][C:2]1[C:3](=[O:9])[NH:4][C:5](=[S:8])[NH:6][N:7]=1.[OH-].[Na+].[CH3:12]I, predict the reaction product. The product is: [CH3:1][C:2]1[C:3](=[O:9])[NH:4][C:5]([S:8][CH3:12])=[N:6][N:7]=1. (2) Given the reactants Br[CH2:2][C:3]([C:5]1[N:9]2[CH:10]=[C:11]([CH3:24])[CH:12]=[C:13]([O:14][CH2:15][C:16]3[C:21]([F:22])=[CH:20][CH:19]=[CH:18][C:17]=3[F:23])[C:8]2=[N:7][C:6]=1[CH3:25])=O.[CH3:26][CH2:27][O:28][C:29]([C:31]([NH2:33])=[S:32])=[O:30], predict the reaction product. The product is: [F:23][C:17]1[CH:18]=[CH:19][CH:20]=[C:21]([F:22])[C:16]=1[CH2:15][O:14][C:13]1[C:8]2[N:9]([C:5]([C:3]3[S:32][C:31]([C:29]([O:28][CH2:27][CH3:26])=[O:30])=[N:33][CH:2]=3)=[C:6]([CH3:25])[N:7]=2)[CH:10]=[C:11]([CH3:24])[CH:12]=1. (3) Given the reactants [H][H].[CH2:3]=[CH:4][C:5]1[CH:10]=[CH:9][CH:8]=[CH:7][CH:6]=1.[C:11]([O:16][CH3:17])(=[O:15])[CH:12]([CH3:14])[CH3:13], predict the reaction product. The product is: [C:11]([O:16][CH3:17])(=[O:15])[CH:12]([CH3:14])[CH3:13].[C:11]([O:16][CH3:17])(=[O:15])[C:12]([CH3:14])=[CH2:13].[CH2:3]=[CH:4][C:5]1[CH:10]=[CH:9][CH:8]=[CH:7][CH:6]=1.[CH:4]([CH:5]1[CH2:10][CH2:9][CH2:8][CH2:7][CH2:6]1)=[CH2:3]. (4) Given the reactants [F:1][C:2](S(C1C=CC=CC=1)(=O)=O)([F:4])[F:3].[CH3:14][C:15]1[CH:28]=[CH:27][C:18]([C:19]([C:21]2[CH:26]=[CH:25][CH:24]=[CH:23][CH:22]=2)=[O:20])=[CH:17][CH:16]=1.C(O[K])(C)(C)C, predict the reaction product. The product is: [CH3:14][C:15]1[CH:28]=[CH:27][C:18]([C:19]([C:21]2[CH:26]=[CH:25][CH:24]=[CH:23][CH:22]=2)([C:2]([F:4])([F:3])[F:1])[OH:20])=[CH:17][CH:16]=1.